From a dataset of Forward reaction prediction with 1.9M reactions from USPTO patents (1976-2016). Predict the product of the given reaction. (1) The product is: [F:30][C:27]1[CH:28]=[CH:29][C:24]([N:21]2[C:16]3[CH:17]=[C:18]4[C@:13]([CH2:31][O:32][CH2:33][C:34]5[CH:38]=[C:37]([CH3:39])[O:36][N:35]=5)([CH2:14][C:15]=3[CH:23]=[N:22]2)[CH2:12][N:11]([S:8]([C:5]2[CH:6]=[N:7][C:2]([N:43]3[CH2:44][CH2:45][C@@H:41]([F:40])[CH2:42]3)=[CH:3][CH:4]=2)(=[O:10])=[O:9])[CH2:20][CH2:19]4)=[CH:25][CH:26]=1. Given the reactants Cl[C:2]1[N:7]=[CH:6][C:5]([S:8]([N:11]2[CH2:20][CH2:19][C:18]3[C@:13]([CH2:31][O:32][CH2:33][C:34]4[CH:38]=[C:37]([CH3:39])[O:36][N:35]=4)([CH2:14][C:15]4[CH:23]=[N:22][N:21]([C:24]5[CH:29]=[CH:28][C:27]([F:30])=[CH:26][CH:25]=5)[C:16]=4[CH:17]=3)[CH2:12]2)(=[O:10])=[O:9])=[CH:4][CH:3]=1.[F:40][C@@H:41]1[CH2:45][CH2:44][NH:43][CH2:42]1, predict the reaction product. (2) Given the reactants Cl.[CH2:2]([NH:9][C:10]1[C:15]([NH:16][NH2:17])=[N:14][C:13]2=[N:18][O:19][N:20]=[C:12]2[N:11]=1)[C:3]1[CH:8]=[CH:7][CH:6]=[CH:5][CH:4]=1.[Cl:21][C:22]1[CH:27]=[CH:26][C:25]([C:28]2[O:32][C:31]([CH:33]=O)=[CH:30][CH:29]=2)=[CH:24][CH:23]=1, predict the reaction product. The product is: [CH2:2]([NH:9][C:10]1[C:15]([NH:16][N:17]=[CH:33][C:31]2[O:32][C:28]([C:25]3[CH:26]=[CH:27][C:22]([Cl:21])=[CH:23][CH:24]=3)=[CH:29][CH:30]=2)=[N:14][C:13]2=[N:18][O:19][N:20]=[C:12]2[N:11]=1)[C:3]1[CH:4]=[CH:5][CH:6]=[CH:7][CH:8]=1. (3) Given the reactants [Cl:1][C:2]1[CH:7]=[CH:6][C:5]([OH:8])=[CH:4][CH:3]=1.[Cl:9][CH2:10][C:11](Cl)=[O:12].[Cl-].[Al+3].[Cl-].[Cl-], predict the reaction product. The product is: [Cl:9][CH2:10][C:11]([C:6]1[CH:7]=[C:2]([Cl:1])[CH:3]=[CH:4][C:5]=1[OH:8])=[O:12]. (4) Given the reactants C(O[C:6](=O)[N:7](C)[CH:8]([CH3:40])[C:9]([NH:11][C:12]1[CH:17]=[CH:16][C:15]([C:18]2[CH:19]=[N:20][C:21]3[C:26]([CH:27]=2)=[CH:25][CH:24]=[CH:23][CH:22]=3)=[C:14]([C:28]#[C:29][C:30]2[CH:39]=[CH:38][C:37]3[C:32](=[CH:33][CH:34]=[CH:35][CH:36]=3)[CH:31]=2)[N:13]=1)=[O:10])(C)(C)C.C(Cl)Cl.C(O)(C(F)(F)F)=O, predict the reaction product. The product is: [CH3:6][NH:7][CH:8]([CH3:40])[C:9]([NH:11][C:12]1[CH:17]=[CH:16][C:15]([C:18]2[CH:19]=[N:20][C:21]3[C:26]([CH:27]=2)=[CH:25][CH:24]=[CH:23][CH:22]=3)=[C:14]([C:28]#[C:29][C:30]2[CH:39]=[CH:38][C:37]3[C:32](=[CH:33][CH:34]=[CH:35][CH:36]=3)[CH:31]=2)[N:13]=1)=[O:10]. (5) Given the reactants [NH:1]1[C:9]2[C:4](=[CH:5][CH:6]=[CH:7][CH:8]=2)[CH2:3][C@H:2]1[C:10]([OH:12])=[O:11].C(=O)([O-])[O-].[K+].[K+].[CH3:19][C:20]1([CH3:34])[CH2:25][CH2:24][C:23]2[CH:26]=[C:27]([S:30](Cl)(=[O:32])=[O:31])[CH:28]=[CH:29][C:22]=2[O:21]1, predict the reaction product. The product is: [CH3:19][C:20]1([CH3:34])[CH2:25][CH2:24][C:23]2[CH:26]=[C:27]([S:30]([N:1]3[C:9]4[C:4](=[CH:5][CH:6]=[CH:7][CH:8]=4)[CH2:3][C@H:2]3[C:10]([OH:12])=[O:11])(=[O:32])=[O:31])[CH:28]=[CH:29][C:22]=2[O:21]1. (6) Given the reactants [OH:1][C:2]1[CH:24]=[CH:23][C:5]2[C:6](=[O:22])/[C:7](=[CH:9]/[C:10]3[C:18]4[C:13](=[CH:14][C:15]([N+:19]([O-])=O)=[CH:16][CH:17]=4)[NH:12][CH:11]=3)/[O:8][C:4]=2[C:3]=1[CH2:25][N:26]1[CH2:31][CH2:30][N:29]([C:32]([O:34][C:35]([CH3:38])([CH3:37])[CH3:36])=[O:33])[CH2:28][CH2:27]1.[H][H], predict the reaction product. The product is: [NH2:19][C:15]1[CH:14]=[C:13]2[C:18]([C:10](/[CH:9]=[C:7]3\[O:8][C:4]4[C:3]([CH2:25][N:26]5[CH2:27][CH2:28][N:29]([C:32]([O:34][C:35]([CH3:37])([CH3:36])[CH3:38])=[O:33])[CH2:30][CH2:31]5)=[C:2]([OH:1])[CH:24]=[CH:23][C:5]=4[C:6]\3=[O:22])=[CH:11][NH:12]2)=[CH:17][CH:16]=1.